Dataset: Catalyst prediction with 721,799 reactions and 888 catalyst types from USPTO. Task: Predict which catalyst facilitates the given reaction. (1) Reactant: [BH4-].[Na+].[Cl:3][C:4]1[CH:5]=[C:6]([CH2:11][N:12]2[C:16]3[C:17](=[O:20])[CH2:18][CH2:19][C:15]=3[N:14]=[C:13]2[CH:21]([CH3:23])[CH3:22])[CH:7]=[CH:8][C:9]=1[Cl:10]. Product: [Cl:3][C:4]1[CH:5]=[C:6]([CH2:11][N:12]2[C:16]3[CH:17]([OH:20])[CH2:18][CH2:19][C:15]=3[N:14]=[C:13]2[CH:21]([CH3:23])[CH3:22])[CH:7]=[CH:8][C:9]=1[Cl:10]. The catalyst class is: 98. (2) Reactant: C([O:3][C:4](=[O:35])[C:5]([O:8][C:9]1[CH:10]=[C:11]2[C:16](=[CH:17][C:18]=1[CH3:19])[O:15][C:14]1([CH2:28][C:27]([CH3:30])([CH3:29])[C:26]3[C:21](=[CH:22][C:23]([CH3:32])=[C:24]([OH:31])[CH:25]=3)[O:20]1)[CH2:13][C:12]2([CH3:34])[CH3:33])([CH3:7])[CH3:6])C.[OH-].[Na+]. Product: [OH:31][C:24]1[CH:25]=[C:26]2[C:21](=[CH:22][C:23]=1[CH3:32])[O:20][C:14]1([CH2:13][C:12]([CH3:33])([CH3:34])[C:11]3[C:16](=[CH:17][C:18]([CH3:19])=[C:9]([O:8][C:5]([CH3:6])([CH3:7])[C:4]([OH:35])=[O:3])[CH:10]=3)[O:15]1)[CH2:28][C:27]2([CH3:30])[CH3:29]. The catalyst class is: 242.